Dataset: Peptide-MHC class II binding affinity with 134,281 pairs from IEDB. Task: Regression. Given a peptide amino acid sequence and an MHC pseudo amino acid sequence, predict their binding affinity value. This is MHC class II binding data. (1) The peptide sequence is SVLLTLVALAGY. The MHC is HLA-DQA10101-DQB10501 with pseudo-sequence HLA-DQA10101-DQB10501. The binding affinity (normalized) is 0.638. (2) The peptide sequence is KGKIFEENLINLISR. The MHC is DRB1_0101 with pseudo-sequence DRB1_0101. The binding affinity (normalized) is 0.577. (3) The peptide sequence is INEPTKAAIAYGLDR. The MHC is HLA-DQA10401-DQB10402 with pseudo-sequence HLA-DQA10401-DQB10402. The binding affinity (normalized) is 0.330. (4) The peptide sequence is DMFFATVGFALGVFV. The MHC is HLA-DPA10301-DPB10402 with pseudo-sequence HLA-DPA10301-DPB10402. The binding affinity (normalized) is 0.725.